From a dataset of Reaction yield outcomes from USPTO patents with 853,638 reactions. Predict the reaction yield, written as a fraction of the theoretical maximum amount of product (1.0 means a 100% yield; for example, 0.34 means a 34% yield). The reactants are [C:1]([N:6]1[CH:10]2[CH2:11][CH2:12][CH:7]1[CH:8](C(O)=O)[CH2:9]2)([O:3][CH2:4][CH3:5])=[O:2].N#N.C([O-])(=O)C.C([O-])(=O)C.C([O-])(=O)C.C([O-])(=O)C.[Pb+4]. The catalyst is C1C=CC=CC=1.[Al].C([O-])(=O)C.[Cu+2].C([O-])(=O)C. The product is [C:1]([N:6]1[CH:10]2[CH2:11][CH2:12][C:7]1=[CH:8][CH2:9]2)([O:3][CH2:4][CH3:5])=[O:2]. The yield is 0.770.